From a dataset of Experimentally validated miRNA-target interactions with 360,000+ pairs, plus equal number of negative samples. Binary Classification. Given a miRNA mature sequence and a target amino acid sequence, predict their likelihood of interaction. (1) The miRNA is cel-lsy-6-3p with sequence UUUUGUAUGAGACGCAUUUCGA. The protein sequence of the target gene is MAMVSAMSWVLYLWISACAMLLCHGSLQHTFQQHHLHRPEGGTCEVIAAHRCCNKNRIEERSQTVKCSCLPGKVAGTTRNRPSCVDASIVIGKWWCEMEPCLEGEECKTLPDNSGWMCATGNKIKTTRIHPRT. Result: 0 (no interaction). (2) The miRNA is rno-miR-125a-3p with sequence ACAGGUGAGGUUCUUGGGAGCC. The protein sequence of the target gene is MASSLLEEEAHYGSSPLAMLTAACSKFGGSSPLRDSTTLGKGGTKKPYADLSAPKTMGDAYPAPFSSTNGLLSPAGSPPAPASGYANDYPPFPHSFPGPTGAQDPGLLVPKGHSSSDCLPSVYTSLDMTHPYGSWYKAGIHAGISPGPGNTPTPWWDMHPGGNWLGGGQGQGDGLQGTLSTGPAQPPLNPQLPTYPSDFAPLNPAPYPAPHLLQPGPQHVLPQDVYKPKAVGNSGQLEGSGAAKPPRGAGTGGSGGYAGSGAGRSTCDCPNCQELERLGAAAAGLRKKPIHSCHIPGCGK.... Result: 0 (no interaction). (3) The protein sequence of the target gene is MPSPAPPTELLPWERAVVLLSCALSALGSGLLVATHALWPDLRSRARRLLLFLSLADLLSAASYFYGVLQDFAGTSWDCVLQGALSTFANTSSFFWTVAIALYLYLSIVRTTRGPSTDHLIWAFHLISWGVPLAITVAAVSLKKIGYDASDVSVGWCWINLEAEDRVLWMLLTGKLWEMLAYILLPLLYLLVRKHINRAHQALSEYRPICEGRQLQRGSSTSTADKKLVLIPLIFICLRVWSTVRFVLTLCGSPAVQTPVLVVLHGIGNTFQGGANCIMFVLCTRAVRTRLFSLCCCCPR.... The miRNA is cel-lin-4-5p with sequence UCCCUGAGACCUCAAGUGUGA. Result: 0 (no interaction). (4) The miRNA is hsa-miR-6822-5p with sequence CAGGGAACCAGUUGGGGCUU. The protein sequence of the target gene is MATAMDWLPWSLLLFSLMCETSAFYVPGVAPINFHQNDPVEIKAVKLTSSRTQLPYEYYSLPFCQPSKITYKAENLGEVLRGDRIVNTPFQVLMNSEKKCEVLCSQSNKPVTLTVEQSRLVAERITEDYYVHLIADNLPVATRLELYSNRDSDDKKKEKDVQFEHGYRLGFTDVNKIYLHNHLSFILYYHREDMEEDQEHTYRVVRFEVIPQSIRLEDLKADEKSSCTLPEGTNSSPQEIDPTKENQLYFTYSVHWEESDIKWASRWDTYLTMSDVQIHWFSIINSVVVVFFLSGILSMI.... Result: 1 (interaction). (5) The miRNA is rno-miR-206-3p with sequence UGGAAUGUAAGGAAGUGUGUGG. The protein sequence of the target gene is MAFAPMGPEASFFDVLDRHRESLLAALRRGGREPPTGGSRLASSSEVLASIENIIQDIITSLARNEAPAFTIDNRSSWENIKFEDSVGLQMVSHCTTRKIKSDSPKSAQKFSLILKILSMIYKLVQSNTYATKRDIYYTDSQLFGNQTVVDNIINDISCMLKVSRRSLHILSTSKGLIAGNLRYIEEDGTKVNCTCGATAVAVPSNIQGIRNLVTDAKFVLIVEKDATFQRLLDDNFCNKLSPCIMITGKGVPDLNTRLLVKKLWDTFHVPVFTLVDADPHGIEIMCIYKYGSMSMSFEA.... Result: 0 (no interaction). (6) The miRNA is hsa-miR-6769b-5p with sequence UGGUGGGUGGGGAGGAGAAGUGC. The protein sequence of the target gene is MPLTSAFRAVDNDPGIIVWRIEKMELALVPVSAHGNFYEGDCYVILSTRRVASLLSQDIHFWIGKDSSQDEQSCAAIYTTQLDDYLGGSPVQHREVQYHESDTFRGYFKQGIIYKQGGVASGMKHVETNTYDVKRLLHVKGKRNIRATEVEMSWDSFNRGDVFLLDLGKVIIQWNGPESNSGERLKAMLLAKDIRDRERGGRAKIGVIEGDKEAASPELMKVLQDTLGRRSIIKPTVPDEIIDQKQKSTIMLYHISDSAGQLAVTEVATRPLVQDLLNHDDCYILDQSGTKIYVWKGKGA.... Result: 0 (no interaction).